From a dataset of Experimentally validated miRNA-target interactions with 360,000+ pairs, plus equal number of negative samples. Binary Classification. Given a miRNA mature sequence and a target amino acid sequence, predict their likelihood of interaction. (1) The miRNA is hsa-miR-335-5p with sequence UCAAGAGCAAUAACGAAAAAUGU. The protein sequence of the target gene is MESGRGSSTPPGPIAALGMPDTGPGSSSLGKLQALPVGPRAHCGDPVSLAAAGDGSPDIGPTGELSGSLKIPNRDSGIDSPSSSVAGENFPCEEGLEAGPSPTVLGAHAEMALDSQVPKVTPQEEADSDVGEEPDSENTPQKADKDAGLAQHSGPQKLLHIAQELLHTEETYVKRLHLLDQVFCTRLTDAGIPPEVIMGIFSNISSIHRFHGQFLLPELKTRITEEWDTNPRLGDILQKLAPFLKMYGEYVKNFDRAVGLVSTWTQRSPLFKDVVHSIQKQEVCGNLTLQHHMLEPVQRV.... Result: 1 (interaction). (2) The miRNA is hsa-miR-6727-5p with sequence CUCGGGGCAGGCGGCUGGGAGCG. The protein sequence of the target gene is MAAVKKEGGALSEAMSLEGDEWELSKENVQPLRQGRIMSTLQGALAQESACNNTLQQQKRAFEYEIRFYTGNDPLDVWDRYISWTEQNYPQGGKESNMSTLLERAVEALQGEKRYYSDPRFLNLWLKLGRLCNEPLDMYSYLHNQGIGVSLAQFYISWAEEYEARENFRKADAIFQEGIQQKAEPLERLQSQHRQFQARVSRQTLLALEKEEEEEVFESSVPQRSTLAELKSKGKKTARAPIIRVGGALKAPSQNRGLQNPFPQQMQNNSRITVFDENADEASTAELSKPTVQPWIAPPM.... Result: 0 (no interaction). (3) The miRNA is hsa-miR-6803-5p with sequence CUGGGGGUGGGGGGCUGGGCGU. The protein sequence of the target gene is MAMHNKAAPPQIPDTRRELAELVKRKQELAETLANLERQIYAFEGSYLEDTQMYGNIIRGWDRYLTNQKNSNSKNDRRNRKFKEAERLFSKSSVTSAAAVSALAGVQDQLIEKREPGSGTESDTSPDFHNQENEPSQEDPEDLDGSVQGVKPQKAASSTSSGSHHSSHKKRKNKNRHRIDLKLNKKPRADY. Result: 1 (interaction). (4) The miRNA is mmu-miR-9-3p with sequence AUAAAGCUAGAUAACCGAAAGU. The protein sequence of the target gene is MAEKQKHDGRVKIGHYVLGDTLGVGTFGKVKIGEHQLTGHKVAVKILNRQKIRSLDVVGKIKREIQNLKLFRHPHIIKLYQVISTPTDFFMVMEYVSGGELFDYICKHGRVEEVEARRLFQQILSAVDYCHRHMVVHRDLKPENVLLDAQMNAKIADFGLSNMMSDGEFLRTSCGSPNYAAPEVISGRLYAGPEVDIWSCGVILYALLCGTLPFDDEHVPTLFKKIRGGVFYIPDYLNRSVATLLMHMLQVDPLKRATIKDIREHEWFKQDLPSYLFPEDPSYDANVIDDEAVKEVCEKF.... Result: 0 (no interaction).